From a dataset of Full USPTO retrosynthesis dataset with 1.9M reactions from patents (1976-2016). Predict the reactants needed to synthesize the given product. Given the product [CH3:1][S:2]([C:5]1[CH:6]=[CH:7][C:8]([N:14]2[CH2:18][CH2:17][O:22][CH2:16][CH2:15]2)=[C:9]([CH:13]=1)[C:10]([OH:12])=[O:11])(=[O:4])=[O:3], predict the reactants needed to synthesize it. The reactants are: [CH3:1][S:2]([C:5]1[CH:6]=[CH:7][C:8]([N:14]2[CH2:18][CH2:17][CH2:16][CH2:15]2)=[C:9]([CH:13]=1)[C:10]([OH:12])=[O:11])(=[O:4])=[O:3].N1CC[O:22]CC1.